Dataset: Reaction yield outcomes from USPTO patents with 853,638 reactions. Task: Predict the reaction yield, written as a fraction of the theoretical maximum amount of product (1.0 means a 100% yield; for example, 0.34 means a 34% yield). (1) The reactants are [N:1]1[CH:6]=[CH:5][C:4]([OH:7])=[N:3][C:2]=1[OH:8].C1C(=O)N([I:16])C(=O)C1. The catalyst is CC(O)=O. The product is [I:16][C:5]1[C:4]([OH:7])=[N:3][C:2]([OH:8])=[N:1][CH:6]=1. The yield is 0.950. (2) The reactants are [N+:1]([C:4]1[CH:17]=[CH:16][C:7]([CH2:8][P:9]2(=[O:15])[O:14][CH2:13][CH2:12][CH2:11][O:10]2)=[CH:6][CH:5]=1)([O-])=O. The yield is 0.800. The catalyst is C1COCC1.[Pd]. The product is [O:15]=[P:9]1([CH2:8][C:7]2[CH:16]=[CH:17][C:4]([NH2:1])=[CH:5][CH:6]=2)[O:10][CH2:11][CH2:12][CH2:13][O:14]1.